Dataset: NCI-60 drug combinations with 297,098 pairs across 59 cell lines. Task: Regression. Given two drug SMILES strings and cell line genomic features, predict the synergy score measuring deviation from expected non-interaction effect. (1) Drug 1: CS(=O)(=O)OCCCCOS(=O)(=O)C. Drug 2: C(CN)CNCCSP(=O)(O)O. Cell line: NCIH23. Synergy scores: CSS=5.76, Synergy_ZIP=9.95, Synergy_Bliss=10.0, Synergy_Loewe=11.2, Synergy_HSA=5.31. (2) Drug 1: C1CC(C1)(C(=O)O)C(=O)O.[NH2-].[NH2-].[Pt+2]. Drug 2: C1=CC=C(C=C1)NC(=O)CCCCCCC(=O)NO. Cell line: UACC-257. Synergy scores: CSS=15.7, Synergy_ZIP=-7.11, Synergy_Bliss=-1.31, Synergy_Loewe=-12.2, Synergy_HSA=-4.12. (3) Drug 1: C1C(C(OC1N2C=C(C(=O)NC2=O)F)CO)O. Drug 2: CCC1(CC2CC(C3=C(CCN(C2)C1)C4=CC=CC=C4N3)(C5=C(C=C6C(=C5)C78CCN9C7C(C=CC9)(C(C(C8N6C)(C(=O)OC)O)OC(=O)C)CC)OC)C(=O)OC)O.OS(=O)(=O)O. Cell line: M14. Synergy scores: CSS=5.84, Synergy_ZIP=-0.745, Synergy_Bliss=-0.294, Synergy_Loewe=-1.25, Synergy_HSA=-1.26. (4) Drug 1: C1=CC(=C2C(=C1NCCNCCO)C(=O)C3=C(C=CC(=C3C2=O)O)O)NCCNCCO. Drug 2: CC1OCC2C(O1)C(C(C(O2)OC3C4COC(=O)C4C(C5=CC6=C(C=C35)OCO6)C7=CC(=C(C(=C7)OC)O)OC)O)O. Cell line: MDA-MB-231. Synergy scores: CSS=39.5, Synergy_ZIP=-2.78, Synergy_Bliss=-1.28, Synergy_Loewe=3.23, Synergy_HSA=5.13. (5) Drug 1: COC1=NC(=NC2=C1N=CN2C3C(C(C(O3)CO)O)O)N. Drug 2: CN(C(=O)NC(C=O)C(C(C(CO)O)O)O)N=O. Cell line: MCF7. Synergy scores: CSS=0.0990, Synergy_ZIP=3.71, Synergy_Bliss=6.38, Synergy_Loewe=2.24, Synergy_HSA=0.536. (6) Drug 1: C1=CC(=CC=C1CCC2=CNC3=C2C(=O)NC(=N3)N)C(=O)NC(CCC(=O)O)C(=O)O. Drug 2: CN1C2=C(C=C(C=C2)N(CCCl)CCCl)N=C1CCCC(=O)O.Cl. Cell line: MOLT-4. Synergy scores: CSS=82.9, Synergy_ZIP=2.61, Synergy_Bliss=2.32, Synergy_Loewe=-15.2, Synergy_HSA=3.62. (7) Drug 2: CC1=C(N=C(N=C1N)C(CC(=O)N)NCC(C(=O)N)N)C(=O)NC(C(C2=CN=CN2)OC3C(C(C(C(O3)CO)O)O)OC4C(C(C(C(O4)CO)O)OC(=O)N)O)C(=O)NC(C)C(C(C)C(=O)NC(C(C)O)C(=O)NCCC5=NC(=CS5)C6=NC(=CS6)C(=O)NCCC[S+](C)C)O. Cell line: NCI-H522. Drug 1: CC12CCC(CC1=CCC3C2CCC4(C3CC=C4C5=CN=CC=C5)C)O. Synergy scores: CSS=1.51, Synergy_ZIP=-6.00, Synergy_Bliss=-10.8, Synergy_Loewe=-21.3, Synergy_HSA=-10.3.